This data is from Full USPTO retrosynthesis dataset with 1.9M reactions from patents (1976-2016). The task is: Predict the reactants needed to synthesize the given product. (1) Given the product [F:19][C:20]([F:25])([F:24])[CH2:21][C:22]([C:2]1[CH:11]=[CH:10][C:5]([C:6]([O:8][CH3:9])=[O:7])=[CH:4][CH:3]=1)=[CH2:23], predict the reactants needed to synthesize it. The reactants are: I[C:2]1[CH:11]=[CH:10][C:5]([C:6]([O:8][CH3:9])=[O:7])=[CH:4][CH:3]=1.CCN(CC)CC.[F:19][C:20]([F:25])([F:24])[CH:21]=[CH:22][CH3:23].C([O-])([O-])=O.[Na+].[Na+]. (2) The reactants are: Br[C:2]1[CH:3]=[CH:4][C:5]([F:21])=[C:6]([C@:8]2([CH2:19][F:20])[CH2:13][C@@H:12]([C:14]([F:17])([F:16])[F:15])[O:11][C:10]([NH2:18])=[N:9]2)[CH:7]=1.[C:22]([C:24]1[CH:25]=[C:26](B(O)O)[CH:27]=[N:28][CH:29]=1)#[N:23].C(=O)([O-])[O-].[Cs+].[Cs+].C(C1C=NC=C(B2OC(C)(C)C(C)(C)O2)C=1)#N. Given the product [NH2:18][C:10]1[O:11][C@H:12]([C:14]([F:17])([F:16])[F:15])[CH2:13][C@:8]([C:6]2[CH:7]=[C:2]([C:26]3[CH:27]=[N:28][CH:29]=[C:24]([CH:25]=3)[C:22]#[N:23])[CH:3]=[CH:4][C:5]=2[F:21])([CH2:19][F:20])[N:9]=1, predict the reactants needed to synthesize it. (3) Given the product [CH3:22][S:23]([O:1][CH:2]([C:16]1[CH:21]=[CH:20][CH:19]=[CH:18][N:17]=1)[CH:3]1[CH2:4][CH2:5][N:6]([C:9]([O:11][C:12]([CH3:14])([CH3:15])[CH3:13])=[O:10])[CH2:7][CH2:8]1)(=[O:25])=[O:24], predict the reactants needed to synthesize it. The reactants are: [OH:1][CH:2]([C:16]1[CH:21]=[CH:20][CH:19]=[CH:18][N:17]=1)[CH:3]1[CH2:8][CH2:7][N:6]([C:9]([O:11][C:12]([CH3:15])([CH3:14])[CH3:13])=[O:10])[CH2:5][CH2:4]1.[CH3:22][S:23](Cl)(=[O:25])=[O:24]. (4) Given the product [CH3:1][O:2][C:3]([C:5]1[N:6]=[C:7]([C:25]#[N:26])[C:8]2[C:13]([C:14]=1[OH:15])=[CH:12][CH:11]=[C:10]([C:16]1[CH:21]=[CH:20][CH:19]=[CH:18][CH:17]=1)[CH:9]=2)=[O:4], predict the reactants needed to synthesize it. The reactants are: [CH3:1][O:2][C:3]([C:5]1[N:6]=[CH:7][C:8]2[C:13]([C:14]=1[OH:15])=[CH:12][CH:11]=[C:10]([C:16]1[CH:21]=[CH:20][CH:19]=[CH:18][CH:17]=1)[CH:9]=2)=[O:4].CC1C=C(C)[N:26]=[C:25](C)C=1.CC1C([IH+])=C(C)N=C(C)C=1.F[P-](F)(F)(F)(F)F.C([Cu])#N.Cl. (5) Given the product [CH3:1][N:2]([CH3:27])[CH2:3][CH2:4][N:5]1[C:9]2[CH:10]=[CH:11][C:12]([S:14]([C@H:17]3[CH2:21][CH2:20][N:19]([CH3:30])[CH2:18]3)(=[O:15])=[O:16])=[CH:13][C:8]=2[N:7]=[C:6]1[CH2:22][C:23]([CH3:24])([CH3:26])[CH3:25], predict the reactants needed to synthesize it. The reactants are: [CH3:1][N:2]([CH3:27])[CH2:3][CH2:4][N:5]1[C:9]2[CH:10]=[CH:11][C:12]([S:14]([C@H:17]3[CH2:21][CH2:20][NH:19][CH2:18]3)(=[O:16])=[O:15])=[CH:13][C:8]=2[N:7]=[C:6]1[CH2:22][C:23]([CH3:26])([CH3:25])[CH3:24].C=O.[CH:30](O)=O. (6) Given the product [CH:1]1([NH:4][C:5](=[O:6])[C:7]2[C:8]([C:18]([F:21])([F:20])[F:19])=[CH:9][C:10](/[CH:13]=[CH:14]/[C:15](=[O:17])[NH:25][CH:24]([C:26]3[CH:31]=[CH:30][CH:29]=[C:28]([C:32]([F:33])([F:34])[F:35])[CH:27]=3)[C:23]([F:37])([F:36])[F:22])=[N:11][CH:12]=2)[CH2:2][CH2:3]1, predict the reactants needed to synthesize it. The reactants are: [CH:1]1([NH:4][C:5]([C:7]2[C:8]([C:18]([F:21])([F:20])[F:19])=[CH:9][C:10](/[CH:13]=[CH:14]/[C:15]([OH:17])=O)=[N:11][CH:12]=2)=[O:6])[CH2:3][CH2:2]1.[F:22][C:23]([F:37])([F:36])[CH:24]([C:26]1[CH:31]=[CH:30][CH:29]=[C:28]([C:32]([F:35])([F:34])[F:33])[CH:27]=1)[NH2:25].CN(C(ON1N=NC2C=CC=CC1=2)=[N+](C)C)C.F[P-](F)(F)(F)(F)F.CN1CCOCC1. (7) The reactants are: [N+:1]([C:4]1[CH:5]=[C:6]([CH2:10][CH2:11][C:12]([OH:14])=O)[CH:7]=[CH:8][CH:9]=1)([O-:3])=[O:2].[NH2:15][C:16]1[CH:17]=[C:18]([NH:22][C:23](=[O:29])[O:24][C:25]([CH3:28])([CH3:27])[CH3:26])[CH:19]=[CH:20][CH:21]=1.F[P-](F)(F)(F)(F)F.N1(OC(N(C)C)=[N+](C)C)C2C=CC=CC=2N=N1.C(N(CC)C(C)C)(C)C. Given the product [N+:1]([C:4]1[CH:5]=[C:6]([CH2:10][CH2:11][C:12]([NH:15][C:16]2[CH:17]=[C:18]([NH:22][C:23](=[O:29])[O:24][C:25]([CH3:27])([CH3:26])[CH3:28])[CH:19]=[CH:20][CH:21]=2)=[O:14])[CH:7]=[CH:8][CH:9]=1)([O-:3])=[O:2], predict the reactants needed to synthesize it.